Dataset: CYP2C19 inhibition data for predicting drug metabolism from PubChem BioAssay. Task: Regression/Classification. Given a drug SMILES string, predict its absorption, distribution, metabolism, or excretion properties. Task type varies by dataset: regression for continuous measurements (e.g., permeability, clearance, half-life) or binary classification for categorical outcomes (e.g., BBB penetration, CYP inhibition). Dataset: cyp2c19_veith. The molecule is Cc1nn(Cc2c(F)c(F)c(F)c(F)c2F)c(C)c1NC(=O)c1cccc(COc2ccc(Cl)cc2)c1. The result is 1 (inhibitor).